This data is from Forward reaction prediction with 1.9M reactions from USPTO patents (1976-2016). The task is: Predict the product of the given reaction. (1) Given the reactants [C:1]([O:5][C:6]([N:8]1[CH2:11][CH:10]([O:12][C:13]2[CH:18]=[C:17]([Cl:19])[CH:16]=[CH:15][C:14]=2[O:20][CH2:21][C:22]([O:24]CC)=[O:23])[CH2:9]1)=[O:7])([CH3:4])([CH3:3])[CH3:2].[OH-].[Na+].C(Cl)Cl.OS([O-])(=O)=O.[K+], predict the reaction product. The product is: [C:1]([O:5][C:6]([N:8]1[CH2:11][CH:10]([O:12][C:13]2[CH:18]=[C:17]([Cl:19])[CH:16]=[CH:15][C:14]=2[O:20][CH2:21][C:22]([OH:24])=[O:23])[CH2:9]1)=[O:7])([CH3:4])([CH3:2])[CH3:3]. (2) Given the reactants [C:1]([C:4]1([C:7]([NH:9][C:10]2[CH:40]=[CH:39][C:13]([O:14][C:15]3[CH:20]=[CH:19][N:18]=[C:17]4[CH:21]=[C:22]([C:24]#[C:25][CH:26]5[CH2:31][CH2:30][N:29](C(OC(C)(C)C)=O)[CH2:28][CH2:27]5)[S:23][C:16]=34)=[C:12]([F:41])[CH:11]=2)=[O:8])[CH2:6][CH2:5]1)(=[O:3])[NH2:2].F[C:43]([F:48])(F)[C:44](O)=O, predict the reaction product. The product is: [F:41][C:12]1[CH:11]=[C:10]([N:9]([C:4]2[CH:5]=[CH:6][C:43]([F:48])=[CH:44][CH:1]=2)[C:7]([C:4]2([C:1]([NH2:2])=[O:3])[CH2:6][CH2:5]2)=[O:8])[CH:40]=[CH:39][C:13]=1[O:14][C:15]1[CH:20]=[CH:19][N:18]=[C:17]2[CH:21]=[C:22]([C:24]#[C:25][CH:26]3[CH2:31][CH2:30][NH:29][CH2:28][CH2:27]3)[S:23][C:16]=12. (3) Given the reactants [NH2:1][C:2]1[CH:7]=[CH:6][N:5]=[CH:4][CH:3]=1.C(N(CC)CC)C.[Cl-].ClC1N(C)CC[NH+]1C.[CH3:24][C:25]1[C:30](=[O:31])[C:29]([CH3:32])=[C:28]([CH3:33])[C:27](=[O:34])[C:26]=1[CH2:35][C:36]1[CH:37]=[CH:38][C:39]([O:45]C(=O)C)=[C:40]([CH:44]=1)[C:41](O)=[O:42], predict the reaction product. The product is: [N:5]1[CH:6]=[CH:7][C:2]([NH:1][C:41](=[O:42])[C:40]2[CH:44]=[C:36]([CH2:35][C:26]3[C:27](=[O:34])[C:28]([CH3:33])=[C:29]([CH3:32])[C:30](=[O:31])[C:25]=3[CH3:24])[CH:37]=[CH:38][C:39]=2[OH:45])=[CH:3][CH:4]=1. (4) The product is: [CH3:1][C:2]1[CH:3]=[C:4]([S:8][CH2:9][CH2:10][C:11]([OH:13])=[O:12])[CH:5]=[CH:6][CH:7]=1. Given the reactants [CH3:1][C:2]1[CH:3]=[C:4]([S:8][CH2:9][CH2:10][C:11]([O:13]C)=[O:12])[CH:5]=[CH:6][CH:7]=1.[OH-].[K+].O, predict the reaction product. (5) Given the reactants COS([O-])(=O)=O.[CH3:7][S+:8]([CH3:26])[C:9]1[CH:14]=[CH:13][C:12]([C:15](=[O:25])[C:16]([CH3:24])([NH+:18]2[CH2:23][CH2:22][O:21][CH2:20][CH2:19]2)[CH3:17])=[CH:11][CH:10]=1.COS([O-])(=O)=O.[OH-].[Na+].C(=O)([O-])[O-].[Na+].[Na+].[F:41][B-:42]([F:45])([F:44])[F:43].[Na+], predict the reaction product. The product is: [F:41][B-:42]([F:45])([F:44])[F:43].[CH3:26][S+:8]([CH3:7])[C:9]1[CH:14]=[CH:13][C:12]([C:15](=[O:25])[C:16]([CH3:17])([NH+:18]2[CH2:19][CH2:20][O:21][CH2:22][CH2:23]2)[CH3:24])=[CH:11][CH:10]=1.[F:41][B-:42]([F:45])([F:44])[F:43]. (6) Given the reactants [C:1]([C:5]1[CH:6]=[C:7]2[C:12](=[CH:13][CH:14]=1)[C:11](=[O:15])[N:10]([C:16]1[CH:26]=[CH:25][CH:24]=[C:23](B3OC(C)(C)C(C)(C)O3)[C:17]=1[CH2:18][O:19]C(=O)C)[N:9]=[CH:8]2)([CH3:4])([CH3:3])[CH3:2].Cl[C:37]1[CH:38]=[C:39]([NH:45][C:46]2[CH:51]=[CH:50][C:49]([C:52]([N:54]3[CH2:59][CH2:58][O:57][CH2:56][CH2:55]3)=[O:53])=[CH:48][N:47]=2)[C:40](=[O:44])[N:41]([CH3:43])[N:42]=1.CC(C1C=C(C(C)C)C(C2C=CC=CC=2P(C2CCCCC2)C2CCCCC2)=C(C(C)C)C=1)C.[O-]P([O-])([O-])=O.[K+].[K+].[K+], predict the reaction product. The product is: [C:1]([C:5]1[CH:6]=[C:7]2[C:12](=[CH:13][CH:14]=1)[C:11](=[O:15])[N:10]([C:16]1[CH:26]=[CH:25][CH:24]=[C:23]([C:37]3[CH:38]=[C:39]([NH:45][C:46]4[CH:51]=[CH:50][C:49]([C:52]([N:54]5[CH2:55][CH2:56][O:57][CH2:58][CH2:59]5)=[O:53])=[CH:48][N:47]=4)[C:40](=[O:44])[N:41]([CH3:43])[N:42]=3)[C:17]=1[CH2:18][OH:19])[N:9]=[CH:8]2)([CH3:4])([CH3:2])[CH3:3]. (7) Given the reactants [CH3:1][OH:2].[F:3][C:4]1[CH:12]=[C:11]([CH3:13])[C:10]([F:14])=[CH:9][C:5]=1[C:6](Cl)=[O:7], predict the reaction product. The product is: [F:3][C:4]1[CH:12]=[C:11]([CH3:13])[C:10]([F:14])=[CH:9][C:5]=1[C:6]([O:2][CH3:1])=[O:7].